The task is: Regression. Given a peptide amino acid sequence and an MHC pseudo amino acid sequence, predict their binding affinity value. This is MHC class I binding data.. This data is from Peptide-MHC class I binding affinity with 185,985 pairs from IEDB/IMGT. The peptide sequence is FLLIHQGMH. The MHC is HLA-B15:01 with pseudo-sequence HLA-B15:01. The binding affinity (normalized) is 0.